This data is from Experimentally validated miRNA-target interactions with 360,000+ pairs, plus equal number of negative samples. The task is: Binary Classification. Given a miRNA mature sequence and a target amino acid sequence, predict their likelihood of interaction. The miRNA is hsa-miR-4285 with sequence GCGGCGAGUCCGACUCAU. The protein sequence of the target gene is MDAQDCQAAASPEPPGPPARSCVAAWWDMVDRNLRYFPHSCSMLGRKIAALYDSFTSKSLKEHVFLPLIDMLIYFNFFKAPFLVDLKKPELKIPHTVNFYLRVEPGVMLGIWHTVPSCRGEDAKGKDCCWYEAALRDGNPIIVYLHGSAEHRAASHRLKLVKVLSDGGFHVLSVDYRGFGDSTGKPTEEGLTTDAICVYEWTKARSGITPVCLWGHSLGTGVATNAAKVLEEKGCPVDAIVLEAPFTNMWVASINYPLLKIYRNIPGFLRTLMDALRKDKIIFPNDENVKFLSSPLLILH.... Result: 0 (no interaction).